This data is from Forward reaction prediction with 1.9M reactions from USPTO patents (1976-2016). The task is: Predict the product of the given reaction. (1) The product is: [F:2][C:1]([F:3])([C:16]1[CH:21]=[C:20]([CH3:22])[C:19]([C:1]([F:3])([F:2])[C:4]([F:5])([F:6])[C:7]([F:8])([F:9])[C:10]([F:13])([F:12])[F:11])=[CH:18][C:17]=1[CH3:24])[C:4]([F:6])([F:5])[C:7]([F:9])([F:8])[C:10]([F:13])([F:12])[F:11]. Given the reactants [C:1](I)([C:4]([C:7]([C:10]([F:13])([F:12])[F:11])([F:9])[F:8])([F:6])[F:5])([F:3])[F:2].I[C:16]1[CH:21]=[C:20]([CH3:22])[C:19](I)=[CH:18][C:17]=1[CH3:24].ClCCl.O, predict the reaction product. (2) Given the reactants [CH2:1]([O:5][C:6]([C:8]1[N:9]=[C:10]([C:26]#[N:27])[C:11]2[C:16]([C:17]=1[OH:18])=[CH:15][CH:14]=[C:13](SC1CCCCC1)[CH:12]=2)=[O:7])[CH2:2][CH2:3][CH3:4].[CH:28]1[CH:33]=[C:32](Cl)[CH:31]=[C:30](C(OO)=O)[CH:29]=1.[O-:39][S:40]([O-:43])(=S)=O.[Na+].[Na+], predict the reaction product. The product is: [CH2:1]([O:5][C:6]([C:8]1[N:9]=[C:10]([C:26]#[N:27])[C:11]2[C:16]([C:17]=1[OH:18])=[CH:15][CH:14]=[C:13]([S:40]([CH:28]1[CH2:33][CH2:32][CH2:31][CH2:30][CH2:29]1)(=[O:43])=[O:39])[CH:12]=2)=[O:7])[CH2:2][CH2:3][CH3:4]. (3) Given the reactants [CH2:1]([N:8]1[C:12](=[O:13])[CH2:11][NH:10][C:9]1=[O:14])[C:2]1[CH:7]=[CH:6][CH:5]=[CH:4][CH:3]=1.N(CCCCCC)=C=[O:17], predict the reaction product. The product is: [CH2:1]([N:8]1[C:12](=[O:13])[CH2:11][NH:10][C:9]1=[O:14])[C:2]1[CH:3]=[CH:4][CH:5]=[CH:6][CH:7]=1.[CH2:2]([C:1]([NH2:8])=[O:17])[CH2:3][CH2:4][CH2:5][CH2:6][CH3:7]. (4) Given the reactants [Cl:1][C:2]1[S:6][C:5]([C:7]2[C:11]([I:12])=[C:10]([CH3:13])[NH:9][N:8]=2)=[CH:4][CH:3]=1.[H-].[Na+].I[CH:17]([CH3:19])[CH3:18].[Cl-].[NH4+], predict the reaction product. The product is: [Cl:1][C:2]1[S:6][C:5]([C:7]2[C:11]([I:12])=[C:10]([CH3:13])[N:9]([CH:17]([CH3:19])[CH3:18])[N:8]=2)=[CH:4][CH:3]=1. (5) Given the reactants [C:1]([O:5][C:6](=[O:26])[C:7]1[CH:12]=[CH:11][C:10]([CH2:13][N:14]2[CH:23]=[CH:22][C:21]3[C:16](=[CH:17][C:18](Br)=[CH:19][CH:20]=3)[C:15]2=[O:25])=[CH:9][CH:8]=1)([CH3:4])([CH3:3])[CH3:2].[NH3:27], predict the reaction product. The product is: [C:1]([O:5][C:6](=[O:26])[C:7]1[CH:12]=[CH:11][C:10]([CH2:13][N:14]2[CH:23]=[CH:22][C:21]3[C:16](=[CH:17][C:18]([NH2:27])=[CH:19][CH:20]=3)[C:15]2=[O:25])=[CH:9][CH:8]=1)([CH3:4])([CH3:3])[CH3:2]. (6) Given the reactants CC#N.OOS([O-])=O.[K+].[C:10]([O-:13])(O)=[O:11].[Na+].[C:15]1(C=C[C:23]([C:25]2[CH:30]=[CH:29][CH:28]=[CH:27][CH:26]=2)=[O:24])[CH:20]=[CH:19][CH:18]=[CH:17][CH:16]=1, predict the reaction product. The product is: [CH:23](=[O:24])[C:25]1[CH:30]=[CH:29][CH:28]=[CH:27][CH:26]=1.[C:10]([OH:13])(=[O:11])[C:15]1[CH:20]=[CH:19][CH:18]=[CH:17][CH:16]=1. (7) Given the reactants C([O:8][CH2:9][C:10]1([CH2:14][N:15]2[C:19]([C:20]3[CH:25]=[CH:24][C:23]([F:26])=[CH:22][CH:21]=3)=[C:18]([C:27]3[CH:28]=[CH:29][C:30]4[O:35][CH2:34][C:33](=[O:36])[NH:32][C:31]=4[CH:37]=3)[C:17]([CH3:38])=[N:16]2)[CH2:13][CH2:12][CH2:11]1)C1C=CC=CC=1, predict the reaction product. The product is: [F:26][C:23]1[CH:22]=[CH:21][C:20]([C:19]2[N:15]([CH2:14][C:10]3([CH2:9][OH:8])[CH2:13][CH2:12][CH2:11]3)[N:16]=[C:17]([CH3:38])[C:18]=2[C:27]2[CH:28]=[CH:29][C:30]3[O:35][CH2:34][C:33](=[O:36])[NH:32][C:31]=3[CH:37]=2)=[CH:25][CH:24]=1.